This data is from HIV replication inhibition screening data with 41,000+ compounds from the AIDS Antiviral Screen. The task is: Binary Classification. Given a drug SMILES string, predict its activity (active/inactive) in a high-throughput screening assay against a specified biological target. The compound is N#CC(=Cc1ccc2c(c1)OCO2)c1ccccc1. The result is 0 (inactive).